From a dataset of Forward reaction prediction with 1.9M reactions from USPTO patents (1976-2016). Predict the product of the given reaction. (1) Given the reactants [C:1]([O:5][C:6]([C:8]1([C:16](=[O:18])[CH3:17])[CH2:13][O:12][C:11]([CH3:15])([CH3:14])[O:10][CH2:9]1)=[O:7])(C)(C)[CH3:2].C(OCC)(=O)CC(C)=O, predict the reaction product. The product is: [CH2:1]([O:5][C:6]([C:8]1([C:16](=[O:18])[CH3:17])[CH2:9][O:10][C:11]([CH3:14])([CH3:15])[O:12][CH2:13]1)=[O:7])[CH3:2]. (2) Given the reactants C([O:3][C:4](=O)[CH:5]=[C:6]1[CH2:11][CH2:10][N:9]([C:12]([O:14][C:15]([CH3:18])([CH3:17])[CH3:16])=[O:13])[CH2:8][CH2:7]1)C.[H-].C([Al+]CC(C)C)C(C)C.[NH4+].[Cl-].O, predict the reaction product. The product is: [OH:3][CH2:4][CH:5]=[C:6]1[CH2:7][CH2:8][N:9]([C:12]([O:14][C:15]([CH3:18])([CH3:17])[CH3:16])=[O:13])[CH2:10][CH2:11]1. (3) Given the reactants Cl[CH2:2][C:3]1[CH:8]=[CH:7][C:6]([O:9][CH3:10])=[CH:5][CH:4]=1.[CH3:11][CH:12]1[CH2:17][CH2:16][CH2:15][NH:14][CH:13]1[C:18]([NH2:20])=[O:19].C(Cl)Cl, predict the reaction product. The product is: [CH3:10][O:9][C:6]1[CH:7]=[CH:8][C:3]([CH2:2][N:14]2[CH2:15][CH2:16][CH2:17][CH:12]([CH3:11])[CH:13]2[C:18]([NH2:20])=[O:19])=[CH:4][CH:5]=1.